Dataset: Full USPTO retrosynthesis dataset with 1.9M reactions from patents (1976-2016). Task: Predict the reactants needed to synthesize the given product. (1) Given the product [NH2:7][C@@H:8]1[CH2:13][CH2:12][C@H:11]([NH:14][C:15]([CH2:16][NH:17][C:18]([C:19]2[CH:24]=[C:23]([C:25]([F:28])([F:27])[F:26])[CH:22]=[CH:21][C:20]=2[NH:29][C:30]([N:32]2[CH2:37][CH2:36][O:35][CH2:34][CH2:33]2)=[O:31])=[O:38])=[O:39])[C@H:10]([CH2:40][CH2:41][CH3:42])[CH2:9]1, predict the reactants needed to synthesize it. The reactants are: C(OC(=O)[NH:7][C@@H:8]1[CH2:13][CH2:12][C@H:11]([NH:14][C:15](=[O:39])[CH2:16][NH:17][C:18](=[O:38])[C:19]2[CH:24]=[C:23]([C:25]([F:28])([F:27])[F:26])[CH:22]=[CH:21][C:20]=2[NH:29][C:30]([N:32]2[CH2:37][CH2:36][O:35][CH2:34][CH2:33]2)=[O:31])[C@H:10]([CH2:40][CH2:41][CH3:42])[CH2:9]1)(C)(C)C.ClCCl. (2) Given the product [C:1]([O:5][C:6]([N:8]1[CH2:9][CH2:10][N:11]([C:14]2[N:22]=[C:21]([Cl:23])[N:20]=[C:19]3[C:15]=2[N:16]([CH2:33][C:34]#[C:35][CH3:36])[C:17](=[O:32])[NH:18]3)[CH2:12][CH2:13]1)=[O:7])([CH3:4])([CH3:3])[CH3:2], predict the reactants needed to synthesize it. The reactants are: [C:1]([O:5][C:6]([N:8]1[CH2:13][CH2:12][N:11]([C:14]2[N:22]=[C:21]([Cl:23])[N:20]=[C:19]3[C:15]=2[N:16]([CH2:33][C:34]#[C:35][CH3:36])[C:17](=[O:32])[N:18]3COC(=O)C(C)(C)C)[CH2:10][CH2:9]1)=[O:7])([CH3:4])([CH3:3])[CH3:2].[H-].[Na+].Cl. (3) The reactants are: [Cl:1][C:2]1[CH:10]=[CH:9][CH:8]=[C:7]([F:11])[C:3]=1[C:4]([OH:6])=O.[CH3:12][C:13]1[N:18]=[CH:17][C:16]([C:19]2([CH2:25][NH2:26])[CH2:24][CH2:23][O:22][CH2:21][CH2:20]2)=[CH:15][N:14]=1. Given the product [Cl:1][C:2]1[CH:10]=[CH:9][CH:8]=[C:7]([F:11])[C:3]=1[C:4]([NH:26][CH2:25][C:19]1([C:16]2[CH:17]=[N:18][C:13]([CH3:12])=[N:14][CH:15]=2)[CH2:24][CH2:23][O:22][CH2:21][CH2:20]1)=[O:6], predict the reactants needed to synthesize it. (4) Given the product [C:1]([NH:4][C:5]1[CH:10]=[C:9]([O:11][C:12]2[CH:13]=[C:14]([CH2:18][CH2:19][C:20]([OH:22])=[O:21])[CH:15]=[CH:16][CH:17]=2)[CH:8]=[CH:7][N:6]=1)(=[O:3])[CH3:2], predict the reactants needed to synthesize it. The reactants are: [C:1]([NH:4][C:5]1[CH:10]=[C:9]([O:11][C:12]2[CH:13]=[C:14]([CH2:18][CH2:19][C:20]([O:22]C)=[O:21])[CH:15]=[CH:16][CH:17]=2)[CH:8]=[CH:7][N:6]=1)(=[O:3])[CH3:2].[OH-].[Na+].